Dataset: Full USPTO retrosynthesis dataset with 1.9M reactions from patents (1976-2016). Task: Predict the reactants needed to synthesize the given product. Given the product [CH3:23][S:24]([N:1]1[CH2:6][CH2:5][CH:4]([C:7]2([C:12]3[N:16]4[CH2:17][CH2:18][CH2:19][CH2:20][CH2:21][CH2:22][C:15]4=[N:14][N:13]=3)[CH2:8][CH2:9][CH2:10][CH2:11]2)[CH2:3][CH2:2]1)(=[O:26])=[O:25], predict the reactants needed to synthesize it. The reactants are: [NH:1]1[CH2:6][CH2:5][CH:4]([C:7]2([C:12]3[N:16]4[CH2:17][CH2:18][CH2:19][CH2:20][CH2:21][CH2:22][C:15]4=[N:14][N:13]=3)[CH2:11][CH2:10][CH2:9][CH2:8]2)[CH2:3][CH2:2]1.[CH3:23][S:24](Cl)(=[O:26])=[O:25].N1C=CC=CC=1.